This data is from Full USPTO retrosynthesis dataset with 1.9M reactions from patents (1976-2016). The task is: Predict the reactants needed to synthesize the given product. (1) Given the product [ClH:1].[NH2:9][CH2:10][C@H:11]1[CH2:12][CH2:13][C@H:14]([C:17]([NH:19][C@H:20]([C:51](=[O:64])[NH:52][C:53]2[CH:54]=[CH:55][C:56]([C:59]3[N:60]=[N:61][NH:62][N:63]=3)=[CH:57][CH:58]=2)[CH2:21][C:22]2[CH:27]=[CH:26][C:25]([C:28]3[CH:33]=[CH:32][C:31]([F:34])=[C:30]([C:35]([NH:37][CH:38]4[CH2:39][CH2:40][NH:41][CH2:42][CH2:43]4)=[O:36])[CH:29]=3)=[CH:24][CH:23]=2)=[O:18])[CH2:15][CH2:16]1, predict the reactants needed to synthesize it. The reactants are: [ClH:1].C(OC([NH:9][CH2:10][C@H:11]1[CH2:16][CH2:15][C@H:14]([C:17]([NH:19][C@H:20]([C:51](=[O:64])[NH:52][C:53]2[CH:58]=[CH:57][C:56]([C:59]3[N:60]=[N:61][NH:62][N:63]=3)=[CH:55][CH:54]=2)[CH2:21][C:22]2[CH:27]=[CH:26][C:25]([C:28]3[CH:33]=[CH:32][C:31]([F:34])=[C:30]([C:35]([NH:37][CH:38]4[CH2:43][CH2:42][N:41](C(OC(C)(C)C)=O)[CH2:40][CH2:39]4)=[O:36])[CH:29]=3)=[CH:24][CH:23]=2)=[O:18])[CH2:13][CH2:12]1)=O)(C)(C)C. (2) Given the product [CH2:17]([O:16][CH:6]([C:5]([O:4][CH2:3][C:2]([Cl:20])([Cl:21])[Cl:1])=[O:19])[CH2:7][C:8]1[CH:13]=[CH:12][C:11]([C:14]([OH:22])=[O:15])=[CH:10][CH:9]=1)[CH3:18], predict the reactants needed to synthesize it. The reactants are: [Cl:1][C:2]([Cl:21])([Cl:20])[CH2:3][O:4][C:5](=[O:19])[CH:6]([O:16][CH2:17][CH3:18])[CH2:7][C:8]1[CH:13]=[CH:12][C:11]([CH2:14][OH:15])=[CH:10][CH:9]=1.[O-:22][Mn](=O)(=O)=O.[K+].[O-]S([O-])=O.[Na+].[Na+].